This data is from Blood-brain barrier permeability classification from the B3DB database. The task is: Regression/Classification. Given a drug SMILES string, predict its absorption, distribution, metabolism, or excretion properties. Task type varies by dataset: regression for continuous measurements (e.g., permeability, clearance, half-life) or binary classification for categorical outcomes (e.g., BBB penetration, CYP inhibition). Dataset: b3db_classification. (1) The molecule is CCCCOC(=O)C(=O)[C@H]1[C@H](C)C[C@H]2[C@@H]3C[C@H](F)C4=CC(=O)C=C[C@]4(C)[C@H]3[C@@H](O)C[C@@]21C. The result is 1 (penetrates BBB). (2) The drug is CC1(C)SC2C(NC(=O)C(N)c3ccc(O)cc3)C(=O)N2C1C(=O)O. The result is 0 (does not penetrate BBB). (3) The drug is CO[C@@]12CC[C@@]3(C[C@@H]1C(C)(C)O)[C@H]1Cc4ccc(O)c5c4[C@@]3(CCN1CC1CC1)[C@H]2O5. The result is 1 (penetrates BBB). (4) The drug is Nc1nc(=O)c2ncn(COCCO)c2[nH]1. The result is 1 (penetrates BBB). (5) The drug is C[N+](C)(C)CCCCCCCCCC[N+](C)(C)C. The result is 0 (does not penetrate BBB). (6) The molecule is Clc1ccc2nsnc2c1NC1=NCCN1. The result is 1 (penetrates BBB). (7) The drug is CCCCNC(=O)OCC(C)(CCC)COC(N)=O. The result is 1 (penetrates BBB).